This data is from Forward reaction prediction with 1.9M reactions from USPTO patents (1976-2016). The task is: Predict the product of the given reaction. (1) Given the reactants [Cl:1][C:2]1[CH:3]=[CH:4][C:5]([O:25]CC2C=CC=CC=2)=[C:6]([CH2:8][N:9]2[CH:13]=[CH:12][C:11]([C:14]([NH:16][C:17]3[C:22]([F:23])=[CH:21][CH:20]=[CH:19][C:18]=3[F:24])=[O:15])=[N:10]2)[CH:7]=1, predict the reaction product. The product is: [Cl:1][C:2]1[CH:3]=[CH:4][C:5]([OH:25])=[C:6]([CH2:8][N:9]2[CH:13]=[CH:12][C:11]([C:14]([NH:16][C:17]3[C:18]([F:24])=[CH:19][CH:20]=[CH:21][C:22]=3[F:23])=[O:15])=[N:10]2)[CH:7]=1. (2) Given the reactants C(NC(C)C)(C)C.C([Li])CCC.C(OC(C)(C)C)(=[O:15])C.[C:21]([O:25][CH2:26][C:27](=[O:30])[CH2:28][F:29])([CH3:24])(C)C.CC(C)=O.C(=O)=O.S(=O)(=O)(O)O.[Cl-].[Na+], predict the reaction product. The product is: [F:29][CH2:28][C:27]1([OH:30])[CH2:26][O:25][C:21](=[O:15])[CH2:24]1. (3) Given the reactants Br[C:2]1[CH:11]=[CH:10][CH:9]=[C:8]2[C:3]=1[CH2:4][CH2:5][N:6](C[C@H]1COC(C)(C)O1)[C:7]2=[O:12].ClC1C=CC(N)=CC=1C1NC(C2C=CC=CC=2)=CN=1.CC1(C)C2C(=C(P(C3C=CC=CC=3)C3C=CC=CC=3)C=CC=2)OC2C(P(C3C=CC=CC=3)C3C=CC=CC=3)=CC=CC1=2.P([O-])([O-])([O-])=O.[K+].[K+].[K+], predict the reaction product. The product is: [C:7]1(=[O:12])[C:8]2[C:3](=[CH:2][CH:11]=[CH:10][CH:9]=2)[CH2:4][CH2:5][NH:6]1. (4) The product is: [NH2:9][C:10]1[N:11]=[C:12]([N:21]2[CH2:22][CH2:23][N:24]([C:27](=[O:37])[CH2:28][O:29][C:30]3[CH:35]=[CH:34][C:33]([Cl:36])=[CH:32][CH:31]=3)[CH2:25][CH2:26]2)[C:13]2[N:19]=[C:18]([C:3]3[CH:4]=[CH:5][S:1][CH:2]=3)[CH:17]=[CH:16][C:14]=2[N:15]=1. Given the reactants [S:1]1[CH:5]=[CH:4][C:3](B(O)O)=[CH:2]1.[NH2:9][C:10]1[N:11]=[C:12]([N:21]2[CH2:26][CH2:25][N:24]([C:27](=[O:37])[CH2:28][O:29][C:30]3[CH:35]=[CH:34][C:33]([Cl:36])=[CH:32][CH:31]=3)[CH2:23][CH2:22]2)[C:13]2[N:19]=[C:18](Cl)[CH:17]=[CH:16][C:14]=2[N:15]=1, predict the reaction product. (5) Given the reactants [CH3:1][O:2][C:3](=[O:55])[CH2:4][NH:5][C:6](=[O:54])[C@H:7]([NH:11][C:12](=[O:53])[C@H:13](NC(OCC1C2C=CC=CC=2C2C1=CC=CC=2)=O)[CH2:14][S:15][C:16]([C:29]1[CH:34]=[CH:33][CH:32]=[CH:31][CH:30]=1)([C:23]1[CH:28]=[CH:27][CH:26]=[CH:25][CH:24]=1)[C:17]1[CH:22]=[CH:21][CH:20]=[CH:19][CH:18]=1)[CH:8]([CH3:10])[CH3:9].[NH:56](CC)CC.[C:61]([NH:78][C@@H:79]([C:83](O)=[O:84])[CH:80]([CH3:82])[CH3:81])([O:63][CH2:64][CH:65]1[C:77]2[C:72](=[CH:73][CH:74]=[CH:75][CH:76]=2)[C:71]2[C:66]1=[CH:67][CH:68]=[CH:69][CH:70]=2)=[O:62].CCN=C=NCCCN(C)C.Cl.C1C=CC2N(O)N=NC=2C=1.CCN(C(C)C)C(C)C, predict the reaction product. The product is: [CH3:1][O:2][C:3](=[O:55])[CH2:4][NH:5][C:6](=[O:54])[C@H:7]([NH:11][C:12](=[O:53])[C@H:13]([NH:56][C:83](=[O:84])[C@H:79]([NH:78][C:61]([O:63][CH2:64][CH:65]1[C:66]2[CH:67]=[CH:68][CH:69]=[CH:70][C:71]=2[C:72]2[C:77]1=[CH:76][CH:75]=[CH:74][CH:73]=2)=[O:62])[CH:80]([CH3:82])[CH3:81])[CH2:14][S:15][C:16]([C:23]1[CH:24]=[CH:25][CH:26]=[CH:27][CH:28]=1)([C:29]1[CH:30]=[CH:31][CH:32]=[CH:33][CH:34]=1)[C:17]1[CH:18]=[CH:19][CH:20]=[CH:21][CH:22]=1)[CH:8]([CH3:9])[CH3:10]. (6) Given the reactants Cl[C:2]1[N:7]=[C:6]([NH:8][C:9]2[CH:10]=[C:11]3[C:15](=[CH:16][CH:17]=2)[N:14]([C:18]([O:20][C:21]([CH3:24])([CH3:23])[CH3:22])=[O:19])[N:13]=[CH:12]3)[CH:5]=[CH:4][N:3]=1.[CH:25]([NH:28][C:29](=[O:47])[CH2:30][O:31][C:32]1[CH:37]=[CH:36][CH:35]=[C:34](B2OC(C)(C)C(C)(C)O2)[CH:33]=1)([CH3:27])[CH3:26].C(Cl)Cl.C([O-])([O-])=O.[K+].[K+], predict the reaction product. The product is: [CH:25]([NH:28][C:29](=[O:47])[CH2:30][O:31][C:32]1[CH:37]=[C:36]([C:2]2[N:7]=[C:6]([NH:8][C:9]3[CH:10]=[C:11]4[C:15](=[CH:16][CH:17]=3)[N:14]([C:18]([O:20][C:21]([CH3:24])([CH3:23])[CH3:22])=[O:19])[N:13]=[CH:12]4)[CH:5]=[CH:4][N:3]=2)[CH:35]=[CH:34][CH:33]=1)([CH3:27])[CH3:26]. (7) Given the reactants [CH3:1][N:2]1[C:6]([CH3:7])=[CH:5][C:4]([CH:8]=O)=[N:3]1.[CH3:10][O:11][C:12]1[CH:13]=[C:14]([CH:16]=[CH:17][CH:18]=1)[NH2:15], predict the reaction product. The product is: [CH3:1][N:2]1[C:6]([CH3:7])=[CH:5][C:4]([CH:8]=[N:15][C:14]2[CH:16]=[CH:17][CH:18]=[C:12]([O:11][CH3:10])[CH:13]=2)=[N:3]1. (8) Given the reactants [OH-].[K+].C([O:5][C:6]([C:8]1[CH:9]=[N:10][N:11]([C:13]2[NH:22][C:21](=[O:23])[C:20]3[C:15](=[CH:16][C:17]([C:24]4[CH:29]=[CH:28][CH:27]=[CH:26][CH:25]=4)=[CH:18][CH:19]=3)[N:14]=2)[CH:12]=1)=[O:7])C.O, predict the reaction product. The product is: [O:23]=[C:21]1[C:20]2[C:15](=[CH:16][C:17]([C:24]3[CH:25]=[CH:26][CH:27]=[CH:28][CH:29]=3)=[CH:18][CH:19]=2)[N:14]=[C:13]([N:11]2[CH:12]=[C:8]([C:6]([OH:7])=[O:5])[CH:9]=[N:10]2)[NH:22]1. (9) Given the reactants [CH3:1][O:2][C:3](=[O:12])[C:4]1[CH:9]=[CH:8][C:7]([I:10])=[C:6]([NH2:11])[CH:5]=1.[F:13][C:14]([F:25])([F:24])[C:15](O[C:15](=[O:16])[C:14]([F:25])([F:24])[F:13])=[O:16], predict the reaction product. The product is: [CH3:1][O:2][C:3](=[O:12])[C:4]1[CH:9]=[CH:8][C:7]([I:10])=[C:6]([NH:11][C:15](=[O:16])[C:14]([F:25])([F:24])[F:13])[CH:5]=1. (10) Given the reactants [CH3:1][O:2][C:3]1[CH:4]=[C:5]([S:9](Cl)(=[O:11])=[O:10])[CH:6]=[CH:7][CH:8]=1.[Cl:13][C:14]1[CH:19]=[CH:18][C:17]([C:20]2[CH:25]=[CH:24][CH:23]=[CH:22][C:21]=2[CH:26]([NH2:28])[CH3:27])=[C:16]([F:29])[CH:15]=1.C(N(CC)CC)C, predict the reaction product. The product is: [Cl:13][C:14]1[CH:19]=[CH:18][C:17]([C:20]2[CH:25]=[CH:24][CH:23]=[CH:22][C:21]=2[CH:26]([NH:28][S:9]([C:5]2[CH:6]=[CH:7][CH:8]=[C:3]([O:2][CH3:1])[CH:4]=2)(=[O:11])=[O:10])[CH3:27])=[C:16]([F:29])[CH:15]=1.